From a dataset of Peptide-MHC class II binding affinity with 134,281 pairs from IEDB. Regression. Given a peptide amino acid sequence and an MHC pseudo amino acid sequence, predict their binding affinity value. This is MHC class II binding data. (1) The peptide sequence is DFFYSNFQVGVVPSH. The MHC is DRB1_0101 with pseudo-sequence DRB1_0101. The binding affinity (normalized) is 0.770. (2) The peptide sequence is NHGLKTRQEKWMTGR. The MHC is H-2-IAd with pseudo-sequence H-2-IAd. The binding affinity (normalized) is 0.0187. (3) The peptide sequence is GELQIVDKIDAIFKI. The MHC is DRB1_0401 with pseudo-sequence DRB1_0401. The binding affinity (normalized) is 0.459. (4) The peptide sequence is YHFDLSGHAFGAMAK. The MHC is DRB1_0901 with pseudo-sequence DRB1_0901. The binding affinity (normalized) is 0.671. (5) The peptide sequence is QGFIFFFLFNILTGK. The MHC is DRB3_0202 with pseudo-sequence DRB3_0202. The binding affinity (normalized) is 0.674. (6) The peptide sequence is DVCIALDMMNENLGI. The MHC is DRB1_0101 with pseudo-sequence DRB1_0101. The binding affinity (normalized) is 0.717.